This data is from Reaction yield outcomes from USPTO patents with 853,638 reactions. The task is: Predict the reaction yield, written as a fraction of the theoretical maximum amount of product (1.0 means a 100% yield; for example, 0.34 means a 34% yield). (1) The reactants are [F:1][C:2]1[CH:3]=[CH:4][C:5]([OH:11])=[C:6]([C:8](=[O:10])[CH3:9])[CH:7]=1.Br[CH2:13][C:14]([O:16]C)=[O:15].C(=O)([O-])[O-].[K+].[K+].[OH-].[Na+]. The catalyst is CN(C)C=O.C(O)C.O1CCCC1. The product is [C:8]([C:6]1[CH:7]=[C:2]([F:1])[CH:3]=[CH:4][C:5]=1[O:11][CH2:13][C:14]([OH:16])=[O:15])(=[O:10])[CH3:9]. The yield is 0.690. (2) The reactants are [NH2:1][C:2]1[C:3]2[C:10]([C:11]([C:13]3[CH:14]=[C:15]([NH:19][C:20]([NH:22][C:23]4[CH:28]=[C:27]([Cl:29])[CH:26]=[C:25]([Cl:30])[CH:24]=4)=[O:21])[CH:16]=[CH:17][CH:18]=3)=[O:12])=[CH:9][N:8]([CH:31]3[CH2:36][CH2:35][NH:34][CH2:33][CH2:32]3)[C:4]=2[N:5]=[CH:6][N:7]=1.[CH3:37][S:38](Cl)(=[O:40])=[O:39]. The catalyst is CN(C=O)C.C(Cl)Cl. The product is [NH2:1][C:2]1[C:3]2[C:10]([C:11]([C:13]3[CH:14]=[C:15]([NH:19][C:20]([NH:22][C:23]4[CH:28]=[C:27]([Cl:29])[CH:26]=[C:25]([Cl:30])[CH:24]=4)=[O:21])[CH:16]=[CH:17][CH:18]=3)=[O:12])=[CH:9][N:8]([CH:31]3[CH2:32][CH2:33][N:34]([S:38]([CH3:37])(=[O:40])=[O:39])[CH2:35][CH2:36]3)[C:4]=2[N:5]=[CH:6][N:7]=1. The yield is 0.190. (3) The reactants are C([N:8]1[CH2:12][C@@H:11]([CH:13]2[CH2:15][CH2:14]2)[C@H:10]([C:16]([O:18][CH2:19][CH3:20])=[O:17])[CH2:9]1)C1C=CC=CC=1.[CH3:33][C:32]([O:31][C:29](O[C:29]([O:31][C:32]([CH3:35])([CH3:34])[CH3:33])=[O:30])=[O:30])([CH3:35])[CH3:34]. The catalyst is CCO.[OH-].[OH-].[Pd+2]. The product is [CH:13]1([C@@H:11]2[CH2:12][N:8]([C:29]([O:31][C:32]([CH3:33])([CH3:34])[CH3:35])=[O:30])[CH2:9][C@H:10]2[C:16]([O:18][CH2:19][CH3:20])=[O:17])[CH2:14][CH2:15]1. The yield is 0.820. (4) The reactants are Br[C:2]1[CH:3]=[CH:4][CH:5]=[C:6]2[C:11]=1[N:10]=[C:9]([C:12]1([C:15]3[CH:20]=[CH:19][CH:18]=[CH:17][CH:16]=3)[CH2:14][CH2:13]1)[N:8]=[CH:7]2.C(=O)([O-])[O-].[K+].[K+].C1(P(C2C=CC=CC=2)CCCP(C2C=CC=CC=2)C2C=CC=CC=2)C=CC=CC=1.[CH:56]([O:58][CH2:59][CH2:60][CH2:61][CH3:62])=[CH2:57]. The catalyst is CN(C=O)C.O.C(O[Pd]OC(=O)C)(=O)C. The product is [CH2:59]([O:58][C:56]([C:2]1[CH:3]=[CH:4][CH:5]=[C:6]2[C:11]=1[N:10]=[C:9]([C:12]1([C:15]3[CH:20]=[CH:19][CH:18]=[CH:17][CH:16]=3)[CH2:14][CH2:13]1)[N:8]=[CH:7]2)=[CH2:57])[CH2:60][CH2:61][CH3:62]. The yield is 0.610.